This data is from Forward reaction prediction with 1.9M reactions from USPTO patents (1976-2016). The task is: Predict the product of the given reaction. (1) Given the reactants [I:1][C:2]1[CH:3]=[C:4]([NH2:9])[C:5]([NH2:8])=[CH:6][CH:7]=1.[C:10]([O:14][C:15]([N:17]1[CH2:21][CH2:20][CH2:19][C@H:18]1[C:22](O)=O)=[O:16])([CH3:13])([CH3:12])[CH3:11].CCN(C(C)C)C(C)C.CN(C(ON1N=NC2C=CC=NC1=2)=[N+](C)C)C.F[P-](F)(F)(F)(F)F, predict the reaction product. The product is: [C:10]([O:14][C:15]([N:17]1[CH2:21][CH2:20][CH2:19][C@H:18]1[C:22]1[NH:8][C:5]2[CH:6]=[CH:7][C:2]([I:1])=[CH:3][C:4]=2[N:9]=1)=[O:16])([CH3:13])([CH3:11])[CH3:12]. (2) Given the reactants C(OC([NH:8][C@H:9]([C:28](=[O:35])[N:29]1[CH2:34][CH2:33][CH2:32][CH2:31][CH2:30]1)[CH2:10][C:11]1[CH:12]=[C:13]([C:17](=[CH2:27])[CH2:18][CH2:19][C:20]([O:22]C(C)(C)C)=[O:21])[CH:14]=[CH:15][CH:16]=1)=O)(C)(C)C.C(O)(=O)C.[CH:40]1[C:52]2[CH:51]([CH2:53][O:54][C:55]([O:57]N3C(=O)CCC3=O)=O)[C:50]3[C:45](=[CH:46][CH:47]=[CH:48][CH:49]=3)[C:44]=2[CH:43]=[CH:42][CH:41]=1, predict the reaction product. The product is: [CH:45]1[C:50]2[CH:51]([CH2:53][O:54][C:55]([NH:8][C@H:9]([C:28](=[O:35])[N:29]3[CH2:34][CH2:33][CH2:32][CH2:31][CH2:30]3)[CH2:10][C:11]3[CH:12]=[C:13]([C:17](=[CH2:27])[CH2:18][CH2:19][C:20]([OH:22])=[O:21])[CH:14]=[CH:15][CH:16]=3)=[O:57])[C:52]3[C:44](=[CH:43][CH:42]=[CH:41][CH:40]=3)[C:49]=2[CH:48]=[CH:47][CH:46]=1. (3) Given the reactants [CH3:1][O-:2].[Na+].[CH3:4][OH:5].Br[CH2:7][C:8](=[CH2:13])[C:9]([O:11][CH3:12])=[O:10], predict the reaction product. The product is: [CH3:1][O:2][CH2:7][CH:8]([CH2:13][O:5][CH3:4])[C:9]([O:11][CH3:12])=[O:10]. (4) Given the reactants [CH2:1]([O:3][C:4]([CH:6]1[CH2:15][C:14]2[C:9](=[CH:10][CH:11]=[CH:12][CH:13]=2)[CH2:8][NH:7]1)=[O:5])[CH3:2].[O:16]([C:23]1[CH:24]=[C:25]([CH:29]=[CH:30][CH:31]=1)[C:26](O)=[O:27])[C:17]1[CH:22]=[CH:21][CH:20]=[CH:19][CH:18]=1.Cl.CN(C)CCCN=C=NCC, predict the reaction product. The product is: [CH2:1]([O:3][C:4]([CH:6]1[CH2:15][C:14]2[C:9](=[CH:10][CH:11]=[CH:12][CH:13]=2)[CH2:8][N:7]1[C:26](=[O:27])[C:25]1[CH:29]=[CH:30][CH:31]=[C:23]([O:16][C:17]2[CH:18]=[CH:19][CH:20]=[CH:21][CH:22]=2)[CH:24]=1)=[O:5])[CH3:2]. (5) Given the reactants [CH3:1][S:2]([OH:5])(=[O:4])=[O:3].[OH:6][C:7]1[CH:30]=[C:29]([O:31][CH2:32][CH2:33][N:34]2[CH2:39][CH2:38][O:37][CH2:36][CH2:35]2)[CH:28]=[CH:27][C:8]=1[C:9]([NH:11][C:12]1[CH:20]=[C:19]([C:21]2[CH:26]=[CH:25][CH:24]=[CH:23][CH:22]=2)[CH:18]=[CH:17][C:13]=1[C:14]([OH:16])=[O:15])=[O:10], predict the reaction product. The product is: [CH3:1][S:2]([OH:5])(=[O:4])=[O:3].[OH:6][C:7]1[CH:30]=[C:29]([O:31][CH2:32][CH2:33][N:34]2[CH2:39][CH2:38][O:37][CH2:36][CH2:35]2)[CH:28]=[CH:27][C:8]=1[C:9]([NH:11][C:12]1[CH:20]=[C:19]([C:21]2[CH:22]=[CH:23][CH:24]=[CH:25][CH:26]=2)[CH:18]=[CH:17][C:13]=1[C:14]([OH:16])=[O:15])=[O:10]. (6) Given the reactants [CH3:1][C:2]1[NH:3][CH:4]=[C:5]([C:7]2[S:8][C:9]3[CH2:15][CH:14]([C:16]([O:18]CC)=O)[CH2:13][CH2:12][C:10]=3[N:11]=2)[N:6]=1.[CH2:21]([NH2:24])[CH2:22][NH2:23], predict the reaction product. The product is: [NH2:23][CH2:22][CH2:21][NH:24][C:16]([CH:14]1[CH2:13][CH2:12][C:10]2[N:11]=[C:7]([C:5]3[N:6]=[C:2]([CH3:1])[NH:3][CH:4]=3)[S:8][C:9]=2[CH2:15]1)=[O:18]. (7) Given the reactants [CH2:1]([N:8]([CH2:29][CH:30]1[CH2:35][CH2:34][CH:33]([CH2:36][OH:37])[CH2:32][CH2:31]1)[S:9]([NH:12][C:13](=[O:28])[C:14]1[CH:19]=[C:18]([C:20]([F:23])([F:22])[F:21])[CH:17]=[C:16]([C:24]([F:27])([F:26])[F:25])[CH:15]=1)(=[O:11])=[O:10])[C:2]1[CH:7]=[CH:6][CH:5]=[CH:4][CH:3]=1.C(N(CC)CC)C.[CH3:45][S:46](Cl)(=[O:48])=[O:47], predict the reaction product. The product is: [CH3:45][S:46]([O:37][CH2:36][CH:33]1[CH2:32][CH2:31][CH:30]([CH2:29][N:8]([CH2:1][C:2]2[CH:3]=[CH:4][CH:5]=[CH:6][CH:7]=2)[S:9]([NH:12][C:13](=[O:28])[C:14]2[CH:19]=[C:18]([C:20]([F:21])([F:22])[F:23])[CH:17]=[C:16]([C:24]([F:25])([F:26])[F:27])[CH:15]=2)(=[O:11])=[O:10])[CH2:35][CH2:34]1)(=[O:48])=[O:47]. (8) The product is: [CH3:30][C:2]1[C:10]2[C:5](=[N:6][CH:7]=[C:8]([CH2:11][NH:12][C:13](=[O:19])[O:14][C:15]([CH3:18])([CH3:17])[CH3:16])[N:9]=2)[N:4]([S:20]([C:23]2[CH:29]=[CH:28][C:26]([CH3:27])=[CH:25][CH:24]=2)(=[O:22])=[O:21])[CH:3]=1. Given the reactants Br[C:2]1[C:10]2[C:5](=[N:6][CH:7]=[C:8]([CH2:11][NH:12][C:13](=[O:19])[O:14][C:15]([CH3:18])([CH3:17])[CH3:16])[N:9]=2)[N:4]([S:20]([C:23]2[CH:29]=[CH:28][C:26]([CH3:27])=[CH:25][CH:24]=2)(=[O:22])=[O:21])[CH:3]=1.[C:30]([O-])([O-])=O.[Cs+].[Cs+].CB1OB(C)OB(C)O1.C1(P(C2CCCCC2)C2CCCCC2)CCCCC1, predict the reaction product. (9) The product is: [CH3:1][N:2]1[C:9]2[C:14](=[CH:13][CH:12]=[C:11]([C:18]3[CH:19]=[CH:20][C:21]([C:24]([F:26])([F:27])[F:25])=[CH:22][CH:23]=3)[CH:10]=2)[NH:15][C:4](=[O:6])[CH2:3]1. Given the reactants [CH3:1][N:2]([C:9]1[CH:10]=[C:11]([C:18]2[CH:23]=[CH:22][C:21]([C:24]([F:27])([F:26])[F:25])=[CH:20][CH:19]=2)[CH:12]=[CH:13][C:14]=1[N+:15]([O-])=O)[CH2:3][C:4]([O:6]CC)=O.[H][H], predict the reaction product.